The task is: Predict the product of the given reaction.. This data is from Forward reaction prediction with 1.9M reactions from USPTO patents (1976-2016). (1) Given the reactants [CH3:1][C:2]1[CH:3]=[C:4]([O:15][C:16]2[C:25]3[C:20](=[CH:21][C:22]([OH:28])=[C:23]([O:26][CH3:27])[CH:24]=3)[N:19]=[CH:18][CH:17]=2)[C:5]([C:9]2[CH:14]=[CH:13][CH:12]=[CH:11][CH:10]=2)=[N:6][C:7]=1[CH3:8].C1(P(C2C=CC=CC=2)C2C=CC=CC=2)C=CC=CC=1.CC1(C)[O:54][CH2:53][CH:52]([CH2:55]O)[CH2:51][O:50]1.S(=O)(=O)(O)O.[OH-].[Na+], predict the reaction product. The product is: [CH3:1][C:2]1[CH:3]=[C:4]([O:15][C:16]2[C:25]3[C:20](=[CH:21][C:22]([O:28][CH2:55][CH:52]([CH2:53][OH:54])[CH2:51][OH:50])=[C:23]([O:26][CH3:27])[CH:24]=3)[N:19]=[CH:18][CH:17]=2)[C:5]([C:9]2[CH:10]=[CH:11][CH:12]=[CH:13][CH:14]=2)=[N:6][C:7]=1[CH3:8]. (2) The product is: [C:27]([O:31][C:32](=[O:41])[CH2:33][CH2:34][CH2:35][CH2:36][CH2:37][CH2:38][CH2:39][I:25])([CH3:30])([CH3:29])[CH3:28]. Given the reactants N1C=CN=C1.C1(P(C2C=CC=CC=2)C2C=CC=CC=2)C=CC=CC=1.[I:25]I.[C:27]([O:31][C:32](=[O:41])[CH2:33][CH2:34][CH2:35][CH2:36][CH2:37][CH2:38][CH2:39]O)([CH3:30])([CH3:29])[CH3:28], predict the reaction product. (3) Given the reactants [CH3:1][C:2]1([CH3:23])[C:11]2[C:6](=[CH:7][CH:8]=[C:9]([C:12]([F:15])([F:14])[F:13])[CH:10]=2)[NH:5][CH:4]([C:16]2[CH:22]=[CH:21][CH:20]=[CH:19][C:17]=2[NH2:18])[CH2:3]1.N1C=CC=CC=1.[CH2:30]([S:32](Cl)(=[O:34])=[O:33])[CH3:31], predict the reaction product. The product is: [CH3:1][C:2]1([CH3:23])[C:11]2[C:6](=[CH:7][CH:8]=[C:9]([C:12]([F:13])([F:15])[F:14])[CH:10]=2)[NH:5][CH:4]([C:16]2[CH:22]=[CH:21][CH:20]=[CH:19][C:17]=2[NH:18][S:32]([CH2:30][CH3:31])(=[O:34])=[O:33])[CH2:3]1. (4) Given the reactants [CH2:1]([N:8]1[CH2:12][CH2:11][C@H:10]([NH:13][C:14]2[CH:19]=[CH:18][C:17]([F:20])=[CH:16][C:15]=2[F:21])[CH2:9]1)[C:2]1[CH:7]=[CH:6][CH:5]=[CH:4][CH:3]=1.[C:22](Cl)(=[O:26])[CH:23]([CH3:25])[CH3:24], predict the reaction product. The product is: [CH2:1]([N:8]1[CH2:12][CH2:11][C@H:10]([N:13]([C:22](=[O:26])[CH:23]([CH3:25])[CH3:24])[C:14]2[CH:19]=[CH:18][C:17]([F:20])=[CH:16][C:15]=2[F:21])[CH2:9]1)[C:2]1[CH:7]=[CH:6][CH:5]=[CH:4][CH:3]=1. (5) Given the reactants C(OC(=O)[NH:7][CH2:8][C:9]([N:11]1[CH2:16][C@H:15]([CH3:17])[N:14]([CH2:18][C:19]2[CH:24]=[CH:23][C:22]([F:25])=[CH:21][CH:20]=2)[CH2:13][C@H:12]1[CH3:26])=[O:10])(C)(C)C.FC(F)(F)C(O)=O, predict the reaction product. The product is: [NH2:7][CH2:8][C:9]([N:11]1[CH2:16][C@H:15]([CH3:17])[N:14]([CH2:18][C:19]2[CH:20]=[CH:21][C:22]([F:25])=[CH:23][CH:24]=2)[CH2:13][C@H:12]1[CH3:26])=[O:10]. (6) Given the reactants [Si:1]([O:8][CH2:9][C:10]#[C:11][C:12]1[CH:13]=[C:14]2[C:19](=[CH:20][CH:21]=1)[N:18]=[C:17]([C:22]1[CH:23]=[N:24][CH:25]=[CH:26][CH:27]=1)[N:16]=[C:15]2[NH:28][C:29]1[CH:34]=[CH:33][C:32]([F:35])=[C:31]([Cl:36])[CH:30]=1)([C:4]([CH3:7])([CH3:6])[CH3:5])([CH3:3])[CH3:2], predict the reaction product. The product is: [Si:1]([O:8][CH2:9][CH2:10][CH2:11][C:12]1[CH:13]=[C:14]2[C:19](=[CH:20][CH:21]=1)[N:18]=[C:17]([C:22]1[CH:23]=[N:24][CH:25]=[CH:26][CH:27]=1)[N:16]=[C:15]2[NH:28][C:29]1[CH:34]=[CH:33][C:32]([F:35])=[C:31]([Cl:36])[CH:30]=1)([C:4]([CH3:7])([CH3:5])[CH3:6])([CH3:3])[CH3:2]. (7) Given the reactants [F:1][C:2]1[CH:8]=[C:7]([O:9][CH3:10])[CH:6]=[CH:5][C:3]=1[NH2:4].C(O[CH:14]=[C:15]([C:21]([O:23][CH2:24][CH3:25])=[O:22])[C:16]([O:18][CH2:19][CH3:20])=[O:17])C, predict the reaction product. The product is: [F:1][C:2]1[CH:8]=[C:7]([O:9][CH3:10])[CH:6]=[CH:5][C:3]=1[NH:4][CH:14]=[C:15]([C:16]([O:18][CH2:19][CH3:20])=[O:17])[C:21]([O:23][CH2:24][CH3:25])=[O:22]. (8) Given the reactants [CH3:1][O:2][C:3](=[O:21])[CH2:4][C:5]1[CH:10]=[CH:9][CH:8]=[C:7]([O:11][C:12]2[CH:17]=[CH:16][C:15]([Br:18])=[CH:14][C:13]=2[CH2:19]Br)[CH:6]=1.[F:22][C:23]1[CH:24]=[C:25]([CH:34]=[C:35]([F:37])[CH:36]=1)[O:26][C@H:27]1[O:31][C:30](=[O:32])[NH:29][C@@H:28]1[CH3:33], predict the reaction product. The product is: [CH3:1][O:2][C:3](=[O:21])[CH2:4][C:5]1[CH:10]=[CH:9][CH:8]=[C:7]([O:11][C:12]2[CH:17]=[CH:16][C:15]([Br:18])=[CH:14][C:13]=2[CH2:19][N:29]2[C@H:28]([CH3:33])[C@@H:27]([O:26][C:25]3[CH:24]=[C:23]([F:22])[CH:36]=[C:35]([F:37])[CH:34]=3)[O:31][C:30]2=[O:32])[CH:6]=1. (9) Given the reactants C(N(C(C)C)C(C)C)C.[C:10]1([C:16](=[N:23][CH2:24][C:25]2([C:31]([O:33][CH2:34][CH3:35])=[O:32])[CH2:30][CH2:29][NH:28][CH2:27][CH2:26]2)[C:17]2[CH:22]=[CH:21][CH:20]=[CH:19][CH:18]=2)[CH:15]=[CH:14][CH:13]=[CH:12][CH:11]=1.Cl[C:37]1[C:38]2[CH:45]=[CH:44][NH:43][C:39]=2[N:40]=[CH:41][N:42]=1, predict the reaction product. The product is: [C:10]1([C:16](=[N:23][CH2:24][C:25]2([C:31]([O:33][CH2:34][CH3:35])=[O:32])[CH2:30][CH2:29][N:28]([C:37]3[C:38]4[CH:45]=[CH:44][NH:43][C:39]=4[N:40]=[CH:41][N:42]=3)[CH2:27][CH2:26]2)[C:17]2[CH:22]=[CH:21][CH:20]=[CH:19][CH:18]=2)[CH:15]=[CH:14][CH:13]=[CH:12][CH:11]=1. (10) Given the reactants [CH2:1]([O:8][C@@H:9]1[C@@H:17]([CH2:18][O:19][Si](C(C)(C)C)(C)C)[O:16][C@H:15]2[C@H:11]([N:12]=[C:13]([N:27]([CH3:35])[C:28](=[O:34])[O:29][C:30]([CH3:33])([CH3:32])[CH3:31])[S:14]2)[C@H:10]1[O:36][CH2:37][C:38]1[CH:43]=[CH:42][CH:41]=[CH:40][CH:39]=1)[C:2]1[CH:7]=[CH:6][CH:5]=[CH:4][CH:3]=1.CCCC[N+](CCCC)(CCCC)CCCC.[F-], predict the reaction product. The product is: [CH2:1]([O:8][C@@H:9]1[C@@H:17]([CH2:18][OH:19])[O:16][C@H:15]2[C@H:11]([N:12]=[C:13]([N:27]([CH3:35])[C:28](=[O:34])[O:29][C:30]([CH3:32])([CH3:31])[CH3:33])[S:14]2)[C@H:10]1[O:36][CH2:37][C:38]1[CH:39]=[CH:40][CH:41]=[CH:42][CH:43]=1)[C:2]1[CH:3]=[CH:4][CH:5]=[CH:6][CH:7]=1.